This data is from Experimentally validated miRNA-target interactions with 360,000+ pairs, plus equal number of negative samples. The task is: Binary Classification. Given a miRNA mature sequence and a target amino acid sequence, predict their likelihood of interaction. The miRNA is hsa-miR-3171 with sequence AGAUGUAUGGAAUCUGUAUAUAUC. The protein sequence of the target gene is MANSERTFIAIKPDGVQRGLVGEIIKRFEQKGFRLVGLKFLQASEDLLKEHYTDLKDRPFFTGLVKYMHSGPVVAMVWEGLNVVKTGRVMLGETNPADSKPGTIRGDFCIQVGRNIIHGSDSVKSAEKEISLWFQPEELVEYKSCAQNWIYE. Result: 0 (no interaction).